This data is from Full USPTO retrosynthesis dataset with 1.9M reactions from patents (1976-2016). The task is: Predict the reactants needed to synthesize the given product. (1) Given the product [F:16][C:17]1[CH:18]=[CH:19][C:20]([N:23]2[CH:27]=[C:26]([C:28]([N:10]3[CH2:9][C@H:8]([CH2:11][CH:12]([CH3:14])[CH3:13])[NH:7][C:6](=[O:15])[C@@H:5]3[CH2:1][CH:2]([CH3:4])[CH3:3])=[O:29])[N:25]=[N:24]2)=[CH:21][CH:22]=1, predict the reactants needed to synthesize it. The reactants are: [CH2:1]([C@@H:5]1[NH:10][CH2:9][C@H:8]([CH2:11][CH:12]([CH3:14])[CH3:13])[NH:7][C:6]1=[O:15])[CH:2]([CH3:4])[CH3:3].[F:16][C:17]1[CH:22]=[CH:21][C:20]([N:23]2[CH:27]=[C:26]([C:28](O)=[O:29])[N:25]=[N:24]2)=[CH:19][CH:18]=1.C([C@@H]1N(C([C@@H]2C[C@H]2C2C=CC=CC=2)=O)C[C@H](CC(C)C)NC1=O)C(C)C. (2) Given the product [Br:1][C:2]1[CH:7]=[CH:6][C:5]([O:8][Si:11]([CH3:13])([CH3:12])[CH3:10])=[C:4]([Cl:9])[CH:3]=1, predict the reactants needed to synthesize it. The reactants are: [Br:1][C:2]1[CH:7]=[CH:6][C:5]([OH:8])=[C:4]([Cl:9])[CH:3]=1.[CH3:10][Si:11](N[Si:11]([CH3:13])([CH3:12])[CH3:10])([CH3:13])[CH3:12].